This data is from Catalyst prediction with 721,799 reactions and 888 catalyst types from USPTO. The task is: Predict which catalyst facilitates the given reaction. (1) Reactant: C1C=CC(NC2C(Cl)=CC=CC=2Cl)=C(CC([O-])=O)C=1.[K+].[CH3:21][CH2:22][C:23]([O:25][C@@:26]([C@@H:40]([CH2:42][N:43]([CH3:45])[CH3:44])[CH3:41])([C:34]1[CH:35]=[CH:36][CH:37]=[CH:38][CH:39]=1)[CH2:27][C:28]1[CH:29]=[CH:30][CH:31]=[CH:32][CH:33]=1)=[O:24].Cl. Product: [CH3:21][CH2:22][C:23]([O:25][C@@:26]([C@@H:40]([CH2:42][N:43]([CH3:45])[CH3:44])[CH3:41])([C:34]1[CH:35]=[CH:36][CH:37]=[CH:38][CH:39]=1)[CH2:27][C:28]1[CH:29]=[CH:30][CH:31]=[CH:32][CH:33]=1)=[O:24]. The catalyst class is: 6. (2) Reactant: COC1C=CC(C[N:8]2[C:16]([CH3:18])([CH3:17])[C:15]3[C:10](=[CH:11][CH:12]=[C:13]([C:19]#[N:20])[CH:14]=3)[C:9]2=[O:21])=CC=1.O=[N+]([O-])[O-].[O-][N+](=O)[O-].[O-][N+](=O)[O-].[O-][N+](=O)[O-].[O-][N+](=O)[O-].[O-][N+](=O)[O-].[Ce+4].[NH4+].[NH4+]. Product: [CH3:17][C:16]1([CH3:18])[C:15]2[C:10](=[CH:11][CH:12]=[C:13]([C:19]#[N:20])[CH:14]=2)[C:9](=[O:21])[NH:8]1. The catalyst class is: 144. (3) Reactant: Br[C:2]1[CH:3]=[N:4][CH:5]=[CH:6][C:7]=1[Cl:8].[C@H:9]12[CH2:15][C@H:12]([NH:13][CH2:14]1)[CH2:11][N:10]2[C:16]([O:18][C:19]([CH3:22])([CH3:21])[CH3:20])=[O:17].CC1(C)C2C(=C(P(C3C=CC=CC=3)C3C=CC=CC=3)C=CC=2)OC2C(P(C3C=CC=CC=3)C3C=CC=CC=3)=CC=CC1=2.CC(C)([O-])C.[Na+]. Product: [Cl:8][C:7]1[CH:6]=[CH:5][N:4]=[CH:3][C:2]=1[N:13]1[CH2:14][C@@H:9]2[CH2:15][C@H:12]1[CH2:11][N:10]2[C:16]([O:18][C:19]([CH3:22])([CH3:21])[CH3:20])=[O:17]. The catalyst class is: 187. (4) Reactant: Cl.[NH:2]1[C:10]2[C:5](=[CH:6][CH:7]=[CH:8][CH:9]=2)[CH:4]=[C:3]1[C:11]1[N:12]=[C:13]([CH:21]2[CH2:26][CH2:25][NH:24][CH2:23][CH2:22]2)[N:14]2[CH:19]=[CH:18][N:17]=[C:16]([NH2:20])[C:15]=12.CCN=C=NCCCN(C)C.Cl.C(N(CC)C(C)C)(C)C.[CH:48](O)=[O:49]. Product: [NH2:20][C:16]1[C:15]2[N:14]([C:13]([CH:21]3[CH2:26][CH2:25][N:24]([CH:48]=[O:49])[CH2:23][CH2:22]3)=[N:12][C:11]=2[C:3]2[NH:2][C:10]3[C:5]([CH:4]=2)=[CH:6][CH:7]=[CH:8][CH:9]=3)[CH:19]=[CH:18][N:17]=1. The catalyst class is: 2. (5) Reactant: [BH4-].[Na+].[C:3]12([C:13](=[O:39])[CH2:14][O:15][C:16]3[CH:20]=[C:19]([C:21]4[CH:26]=[CH:25][C:24]([C@H:27]5[CH2:32][CH2:31][C@H:30]([CH2:33][C:34]([O:36][CH2:37][CH3:38])=[O:35])[CH2:29][CH2:28]5)=[CH:23][CH:22]=4)[NH:18][N:17]=3)[CH2:12][CH:7]3[CH2:8][CH:9]([CH2:11][CH:5]([CH2:6]3)[CH2:4]1)[CH2:10]2. Product: [C:3]12([CH:13]([OH:39])[CH2:14][O:15][C:16]3[CH:20]=[C:19]([C:21]4[CH:22]=[CH:23][C:24]([C@H:27]5[CH2:28][CH2:29][C@H:30]([CH2:33][C:34]([O:36][CH2:37][CH3:38])=[O:35])[CH2:31][CH2:32]5)=[CH:25][CH:26]=4)[NH:18][N:17]=3)[CH2:12][CH:7]3[CH2:6][CH:5]([CH2:11][CH:9]([CH2:8]3)[CH2:10]1)[CH2:4]2. The catalyst class is: 214. (6) The catalyst class is: 8. Reactant: Cl.Cl.[CH3:3][N:4]([CH2:6][C:7]1[CH:14]=[C:13]([NH:15][NH2:16])[CH:12]=[CH:11][C:8]=1[C:9]#[N:10])[CH3:5].C1(=O)C2C(=CC=CC=2)CCC1.[CH:28]1([CH:33]=[C:34]2[CH2:43][CH2:42][C:41]3[CH:40]=[C:39]([C:44]([O:46][CH3:47])=[O:45])[CH:38]=[CH:37][C:36]=3[C:35]2=O)[CH2:32][CH2:31][CH2:30][CH2:29]1. Product: [C:9]([C:8]1[CH:11]=[CH:12][C:13]([N:15]2[CH:33]([CH:28]3[CH2:29][CH2:30][CH2:31][CH2:32]3)[CH:34]3[C:35]([C:36]4[CH:37]=[CH:38][C:39]([C:44]([O:46][CH3:47])=[O:45])=[CH:40][C:41]=4[CH2:42][CH2:43]3)=[N:16]2)=[CH:14][C:7]=1[CH2:6][N:4]([CH3:3])[CH3:5])#[N:10].